Dataset: Full USPTO retrosynthesis dataset with 1.9M reactions from patents (1976-2016). Task: Predict the reactants needed to synthesize the given product. (1) Given the product [Cl:18][C:11]1[C:10]([C:8]([C:3]2[CH:4]=[CH:5][CH:6]=[CH:7][C:2]=2[Cl:1])=[O:9])=[CH:15][N:14]=[C:13]([S:16][CH3:17])[N:12]=1, predict the reactants needed to synthesize it. The reactants are: [Cl:1][C:2]1[CH:7]=[CH:6][CH:5]=[CH:4][C:3]=1[CH:8]([C:10]1[C:11]([Cl:18])=[N:12][C:13]([S:16][CH3:17])=[N:14][CH:15]=1)[OH:9]. (2) Given the product [NH2:1][C:2]1[C:7]([C:8]([NH:10][CH2:11][C:12]2[CH:17]=[CH:16][CH:15]=[C:14]([OH:18])[CH:13]=2)=[O:9])=[C:6]([NH:20][C@H:21]([C:23]2[N:28]([C:29]3[CH:30]=[CH:31][CH:32]=[CH:33][CH:34]=3)[C:27](=[O:35])[C:26]3=[C:36]([CH3:39])[CH:37]=[CH:38][N:25]3[N:24]=2)[CH3:22])[N:5]=[CH:4][N:3]=1, predict the reactants needed to synthesize it. The reactants are: [NH2:1][C:2]1[C:7]([C:8]([NH:10][CH2:11][C:12]2[CH:17]=[CH:16][CH:15]=[C:14]([O:18]C)[CH:13]=2)=[O:9])=[C:6]([NH:20][C@H:21]([C:23]2[N:28]([C:29]3[CH:34]=[CH:33][CH:32]=[CH:31][CH:30]=3)[C:27](=[O:35])[C:26]3=[C:36]([CH3:39])[CH:37]=[CH:38][N:25]3[N:24]=2)[CH3:22])[N:5]=[CH:4][N:3]=1.B(Br)(Br)Br. (3) Given the product [CH3:1][C:2]1[C:3](=[O:15])[NH:4][C:5]2[C:10]([C:11]=1[C:12]([NH:23][NH:22][C:16]1[CH:21]=[CH:20][CH:19]=[CH:18][CH:17]=1)=[O:14])=[CH:9][CH:8]=[CH:7][CH:6]=2, predict the reactants needed to synthesize it. The reactants are: [CH3:1][C:2]1[C:3](=[O:15])[NH:4][C:5]2[C:10]([C:11]=1[C:12]([OH:14])=O)=[CH:9][CH:8]=[CH:7][CH:6]=2.[C:16]1([NH:22][NH2:23])[CH:21]=[CH:20][CH:19]=[CH:18][CH:17]=1.C1C=CC2N(O)N=NC=2C=1.Cl.CN(C)CCCN=C=NCC. (4) Given the product [Br:15][C:6]1[C:7]2[CH:8]=[C:9]([CH2:12][O:13][CH3:14])[O:10][C:11]=2[C:3]([O:2][CH3:1])=[CH:4][CH:5]=1, predict the reactants needed to synthesize it. The reactants are: [CH3:1][O:2][C:3]1[C:11]2[O:10][C:9]([CH2:12][O:13][CH3:14])=[CH:8][C:7]=2[CH:6]=[CH:5][CH:4]=1.[Br:15]N1C(=O)CCC1=O. (5) Given the product [F:1][C:2]1[CH:10]=[CH:9][C:5]([C:6]([N:33]([O:34][CH3:35])[CH3:32])=[O:7])=[C:4]([NH:11][C:12]2[CH:17]=[CH:16][CH:15]=[CH:14][C:13]=2[F:18])[CH:3]=1, predict the reactants needed to synthesize it. The reactants are: [F:1][C:2]1[CH:10]=[CH:9][C:5]([C:6](O)=[O:7])=[C:4]([NH:11][C:12]2[CH:17]=[CH:16][CH:15]=[CH:14][C:13]=2[F:18])[CH:3]=1.C(N(CC)CC)C.CN(C=O)C.Cl.[CH3:32][NH:33][O:34][CH3:35]. (6) Given the product [Cl:25][C:26]1[CH:31]=[CH:30][CH:29]=[CH:28][C:27]=1[CH2:32][N:33]1[C:37]([C:38]2[C:39]([O:47][CH3:48])=[CH:40][C:41]([CH3:46])=[CH:42][C:43]=2[O:44][CH3:45])=[N:36][C:35]([NH:49][C:21]([C:16]2[NH:17][C:18]3[C:14]([CH:15]=2)=[CH:13][C:12]([Cl:11])=[CH:20][CH:19]=3)=[O:23])=[N:34]1, predict the reactants needed to synthesize it. The reactants are: S(Cl)(Cl)=O.N1C=CC=CC=1.[Cl:11][C:12]1[CH:13]=[C:14]2[C:18](=[CH:19][CH:20]=1)[NH:17][C:16]([C:21]([OH:23])=O)=[CH:15]2.Cl.[Cl:25][C:26]1[CH:31]=[CH:30][CH:29]=[CH:28][C:27]=1[CH2:32][N:33]1[C:37]([C:38]2[C:43]([O:44][CH3:45])=[CH:42][C:41]([CH3:46])=[CH:40][C:39]=2[O:47][CH3:48])=[N:36][C:35]([NH2:49])=[N:34]1. (7) Given the product [Cl:1][C:2]1[CH:7]=[CH:6][CH:5]=[CH:4][C:3]=1[CH:8]([C:10]1[CH:15]=[CH:14][CH:13]=[CH:12][C:11]=1[Cl:16])[NH:9][C:32](=[O:33])[CH2:31][C:28]1[CH:27]=[CH:26][C:25]([O:24][CH2:23][C:22]2[C:18]([CH3:17])=[N:19][O:20][C:21]=2[CH3:35])=[CH:30][CH:29]=1, predict the reactants needed to synthesize it. The reactants are: [Cl:1][C:2]1[CH:7]=[CH:6][CH:5]=[CH:4][C:3]=1[CH:8]([C:10]1[CH:15]=[CH:14][CH:13]=[CH:12][C:11]=1[Cl:16])[NH2:9].[CH3:17][C:18]1[C:22]([CH2:23][O:24][C:25]2[CH:30]=[CH:29][C:28]([CH2:31][C:32](O)=[O:33])=[CH:27][CH:26]=2)=[C:21]([CH3:35])[O:20][N:19]=1.